From a dataset of Tox21: 12 toxicity assays (nuclear receptors and stress response pathways). Binary classification across 12 toxicity assays. (1) The compound is CC(C)(C)c1cc(CO)cc(C(C)(C)C)c1O. It tested positive (active) for: SR-ARE (Antioxidant Response Element (oxidative stress)), and SR-MMP (Mitochondrial Membrane Potential disruption). (2) The drug is CCOC(=O)C1=C(COCCN)NC(C)=C(C(=O)OC)C1c1ccccc1Cl.O=S(=O)(O)c1ccccc1. It tested positive (active) for: NR-AR-LBD (Androgen Receptor Ligand Binding Domain agonist), NR-Aromatase (Aromatase enzyme inhibition), NR-PPAR-gamma (PPAR-gamma nuclear receptor agonist), and SR-p53 (p53 tumor suppressor activation). (3) The molecule is Cc1cccc(C)c1N(CCCc1cccnc1)C(=O)C(C)N. It tested positive (active) for: NR-Aromatase (Aromatase enzyme inhibition).